Dataset: Peptide-MHC class II binding affinity with 134,281 pairs from IEDB. Task: Regression. Given a peptide amino acid sequence and an MHC pseudo amino acid sequence, predict their binding affinity value. This is MHC class II binding data. (1) The peptide sequence is YLKFLANVSTVLTGK. The MHC is DRB3_0202 with pseudo-sequence DRB3_0202. The binding affinity (normalized) is 1.00. (2) The peptide sequence is AAATADTTVYGAFAA. The MHC is HLA-DQA10102-DQB10602 with pseudo-sequence HLA-DQA10102-DQB10602. The binding affinity (normalized) is 0.609. (3) The peptide sequence is AAPLSWSKDIYNYME. The MHC is HLA-DPA10103-DPB10301 with pseudo-sequence HLA-DPA10103-DPB10301. The binding affinity (normalized) is 0.242. (4) The peptide sequence is QASPDLLRGLLSTFI. The MHC is DRB1_0901 with pseudo-sequence DRB1_0901. The binding affinity (normalized) is 0.517. (5) The peptide sequence is FAEYKSDYVYQPFPK. The MHC is HLA-DPA10201-DPB10501 with pseudo-sequence HLA-DPA10201-DPB10501. The binding affinity (normalized) is 0.201. (6) The peptide sequence is NTKMMTRLVEDFTEA. The MHC is DRB1_0101 with pseudo-sequence DRB1_0101. The binding affinity (normalized) is 0.387. (7) The peptide sequence is YDKFLANVSTVLTGK. The MHC is HLA-DQA10102-DQB10602 with pseudo-sequence HLA-DQA10102-DQB10602. The binding affinity (normalized) is 0.369. (8) The peptide sequence is WDDLRSLCLFSYHRLR. The MHC is HLA-DQA10201-DQB10202 with pseudo-sequence HLA-DQA10201-DQB10202. The binding affinity (normalized) is 0.369. (9) The peptide sequence is RIIAGTLEVHAVKPA. The MHC is HLA-DQA10501-DQB10301 with pseudo-sequence HLA-DQA10501-DQB10301. The binding affinity (normalized) is 0.778. (10) The peptide sequence is NVFDEVIPTAFTVGK. The MHC is HLA-DQA10201-DQB10202 with pseudo-sequence HLA-DQA10201-DQB10202. The binding affinity (normalized) is 0.313.